From a dataset of NCI-60 drug combinations with 297,098 pairs across 59 cell lines. Regression. Given two drug SMILES strings and cell line genomic features, predict the synergy score measuring deviation from expected non-interaction effect. (1) Drug 1: C1=CC(=CC=C1CCC2=CNC3=C2C(=O)NC(=N3)N)C(=O)NC(CCC(=O)O)C(=O)O. Drug 2: CC1=C(C(=O)C2=C(C1=O)N3CC4C(C3(C2COC(=O)N)OC)N4)N. Cell line: HCT-15. Synergy scores: CSS=50.8, Synergy_ZIP=-2.87, Synergy_Bliss=-4.10, Synergy_Loewe=-2.23, Synergy_HSA=0.719. (2) Drug 1: CC12CCC3C(C1CCC2OP(=O)(O)O)CCC4=C3C=CC(=C4)OC(=O)N(CCCl)CCCl.[Na+]. Drug 2: N.N.Cl[Pt+2]Cl. Cell line: KM12. Synergy scores: CSS=56.1, Synergy_ZIP=-5.68, Synergy_Bliss=-1.41, Synergy_Loewe=-5.81, Synergy_HSA=2.20. (3) Drug 1: C1=CC(=CC=C1CCCC(=O)O)N(CCCl)CCCl. Drug 2: C(CC(=O)O)C(=O)CN.Cl. Cell line: SK-MEL-28. Synergy scores: CSS=9.46, Synergy_ZIP=-7.60, Synergy_Bliss=-7.77, Synergy_Loewe=-5.70, Synergy_HSA=-4.99. (4) Drug 1: COC1=CC(=CC(=C1O)OC)C2C3C(COC3=O)C(C4=CC5=C(C=C24)OCO5)OC6C(C(C7C(O6)COC(O7)C8=CC=CS8)O)O. Drug 2: CC1=C2C(C(=O)C3(C(CC4C(C3C(C(C2(C)C)(CC1OC(=O)C(C(C5=CC=CC=C5)NC(=O)C6=CC=CC=C6)O)O)OC(=O)C7=CC=CC=C7)(CO4)OC(=O)C)O)C)OC(=O)C. Cell line: SW-620. Synergy scores: CSS=48.7, Synergy_ZIP=0.980, Synergy_Bliss=0.369, Synergy_Loewe=0.674, Synergy_HSA=3.55. (5) Drug 1: CC1=C2C(C(=O)C3(C(CC4C(C3C(C(C2(C)C)(CC1OC(=O)C(C(C5=CC=CC=C5)NC(=O)OC(C)(C)C)O)O)OC(=O)C6=CC=CC=C6)(CO4)OC(=O)C)OC)C)OC. Drug 2: CCC1(CC2CC(C3=C(CCN(C2)C1)C4=CC=CC=C4N3)(C5=C(C=C6C(=C5)C78CCN9C7C(C=CC9)(C(C(C8N6C=O)(C(=O)OC)O)OC(=O)C)CC)OC)C(=O)OC)O.OS(=O)(=O)O. Cell line: DU-145. Synergy scores: CSS=73.0, Synergy_ZIP=14.0, Synergy_Bliss=13.0, Synergy_Loewe=0.565, Synergy_HSA=14.4. (6) Drug 1: C1CCN(CC1)CCOC2=CC=C(C=C2)C(=O)C3=C(SC4=C3C=CC(=C4)O)C5=CC=C(C=C5)O. Drug 2: C1=CC(=CC=C1C#N)C(C2=CC=C(C=C2)C#N)N3C=NC=N3. Cell line: BT-549. Synergy scores: CSS=-1.47, Synergy_ZIP=3.14, Synergy_Bliss=5.55, Synergy_Loewe=0.888, Synergy_HSA=0.232. (7) Drug 1: CC12CCC(CC1=CCC3C2CCC4(C3CC=C4C5=CN=CC=C5)C)O. Drug 2: CC(C)NC(=O)C1=CC=C(C=C1)CNNC.Cl. Cell line: 786-0. Synergy scores: CSS=3.35, Synergy_ZIP=-2.22, Synergy_Bliss=0.770, Synergy_Loewe=-7.28, Synergy_HSA=-0.736.